From a dataset of Catalyst prediction with 721,799 reactions and 888 catalyst types from USPTO. Predict which catalyst facilitates the given reaction. (1) Reactant: [CH2:1]([O:3][C:4](=[O:28])[C:5]([CH3:27])([O:7][C:8]1[CH:17]=[C:16]([O:18]COCC[Si](C)(C)C)[C:15]2[C:10](=[CH:11][CH:12]=[CH:13][CH:14]=2)[CH:9]=1)[CH3:6])[CH3:2].C[Si](C)(C)CCOCOC1C2C(=CC=CC=2)C=C(O)C=1.BrC(C)(C)C(OCC)=O.C(=O)([O-])[O-].[Cs+].[Cs+].Cl.CCO. Product: [CH2:1]([O:3][C:4](=[O:28])[C:5]([O:7][C:8]1[CH:17]=[C:16]([OH:18])[C:15]2[C:10](=[CH:11][CH:12]=[CH:13][CH:14]=2)[CH:9]=1)([CH3:27])[CH3:6])[CH3:2]. The catalyst class is: 14. (2) Reactant: [CH2:1]([O:4][C@H:5]1[C:13]2[C:8](=[CH:9][C:10]([O:14][CH3:15])=[CH:11][CH:12]=2)[C@@H:7]([NH:16][CH2:17][C@@H:18]([OH:30])[C@@H:19]([NH2:29])[CH2:20][C:21]2[CH:26]=[C:25]([F:27])[CH:24]=[C:23]([F:28])[CH:22]=2)[CH2:6]1)[CH:2]=[CH2:3].[O:31]=[C:32]1[CH2:36][CH2:35][CH2:34][N:33]1[CH:37]([CH2:41][CH:42]=[CH2:43])[C:38](O)=[O:39].C(Cl)CCl.C1C=CC2N(O)N=NC=2C=1.CCN(C(C)C)C(C)C.C([O-])(O)=O.[Na+]. Product: [CH2:1]([O:4][C@H:5]1[C:13]2[C:8](=[CH:9][C:10]([O:14][CH3:15])=[CH:11][CH:12]=2)[C@@H:7]([NH:16][CH2:17][C@@H:18]([OH:30])[C@@H:19]([NH:29][C:38](=[O:39])[C@@H:37]([N:33]2[CH2:34][CH2:35][CH2:36][C:32]2=[O:31])[CH2:41][CH:42]=[CH2:43])[CH2:20][C:21]2[CH:22]=[C:23]([F:28])[CH:24]=[C:25]([F:27])[CH:26]=2)[CH2:6]1)[CH:2]=[CH2:3]. The catalyst class is: 3. (3) Reactant: [NH2:1][C@H:2]([CH:21]([CH3:23])[CH3:22])[C:3]([N:5]1[CH2:10][CH2:9][C@@:8]([C:12]2[CH:17]=[CH:16][C:15]([Cl:18])=[CH:14][CH:13]=2)([OH:11])[C:7]([CH3:20])([CH3:19])[CH2:6]1)=[O:4].[CH3:24][N:25]1[C:29]([C@@H:30]2[CH2:35][CH2:34][CH2:33][C@H:32]([C:36](O)=[O:37])[CH2:31]2)=[N:28][N:27]=[N:26]1.C1C=CC2N(O)N=NC=2C=1.C(Cl)CCl.C(N(CC)CC)C. Product: [Cl:18][C:15]1[CH:14]=[CH:13][C:12]([C@@:8]2([OH:11])[CH2:9][CH2:10][N:5]([C:3](=[O:4])[C@H:2]([NH:1][C:36]([C@H:32]3[CH2:33][CH2:34][CH2:35][C@@H:30]([C:29]4[N:25]([CH3:24])[N:26]=[N:27][N:28]=4)[CH2:31]3)=[O:37])[CH:21]([CH3:23])[CH3:22])[CH2:6][C:7]2([CH3:19])[CH3:20])=[CH:17][CH:16]=1. The catalyst class is: 2. (4) Reactant: O=[C:2]1[C:10]2[C:5](=[CH:6][CH:7]=[CH:8][CH:9]=2)[CH:4]([C:11]([OH:13])=[O:12])[CH2:3]1. Product: [CH:4]1([C:11]([OH:13])=[O:12])[C:5]2[C:10](=[CH:9][CH:8]=[CH:7][CH:6]=2)[CH2:2][CH2:3]1. The catalyst class is: 43. (5) Reactant: Cl.[NH:2]1[CH2:6][CH2:5][C@@H:4]([NH:7][C:8]([C:10]2[S:11][C:12]([Cl:15])=[CH:13][CH:14]=2)=[O:9])[CH2:3]1.[Br:16][CH2:17][C:18](Br)=[O:19]. Product: [Br:16][CH2:17][C:18]([N:2]1[CH2:6][CH2:5][C@@H:4]([NH:7][C:8]([C:10]2[S:11][C:12]([Cl:15])=[CH:13][CH:14]=2)=[O:9])[CH2:3]1)=[O:19]. The catalyst class is: 1. (6) Reactant: [N:1]([CH:4]1[CH2:8][CH:7]([C:9]2[N:13]3[C:14]4[CH:20]=[CH:19][N:18]([CH2:21][O:22][CH2:23][CH2:24][Si:25]([CH3:28])([CH3:27])[CH3:26])[C:15]=4[N:16]=[CH:17][C:12]3=[N:11][N:10]=2)[CH:6]([CH2:29][CH3:30])[CH2:5]1)=[N+]=[N-].C1COCC1.C1(P(C2C=CC=CC=2)C2C=CC=CC=2)C=CC=CC=1. The catalyst class is: 238. Product: [CH2:29]([CH:6]1[CH:7]([C:9]2[N:13]3[C:14]4[CH:20]=[CH:19][N:18]([CH2:21][O:22][CH2:23][CH2:24][Si:25]([CH3:26])([CH3:28])[CH3:27])[C:15]=4[N:16]=[CH:17][C:12]3=[N:11][N:10]=2)[CH2:8][CH:4]([NH2:1])[CH2:5]1)[CH3:30]. (7) Reactant: [Cl:1][C:2]1[CH:7]=[CH:6][CH:5]=[CH:4][C:3]=1[C:8]1[N:12]2[C:13]3[C:18]([N:19]=[C:20]([CH3:21])[C:11]2=[C:10]([CH3:23])[N:9]=1)=[CH:17][C:16]([OH:22])=[CH:15][CH:14]=3.C(=O)([O-])[O-].[Cs+].[Cs+].[CH3:30]N(C)C=O.Cl.Cl[C:37]1[C:46](C)=[CH:45][C:44]2[C:39](=[CH:40][CH:41]=[CH:42][CH:43]=2)[N:38]=1. Product: [Cl:1][C:2]1[CH:7]=[CH:6][CH:5]=[CH:4][C:3]=1[C:8]1[N:12]2[C:13]3[C:18]([N:19]=[C:20]([CH3:21])[C:11]2=[C:10]([CH3:23])[N:9]=1)=[CH:17][C:16]([O:22][CH2:30][C:37]1[CH:46]=[CH:45][C:44]2[C:39](=[CH:40][CH:41]=[CH:42][CH:43]=2)[N:38]=1)=[CH:15][CH:14]=3. The catalyst class is: 6. (8) Product: [CH3:14][S:13][C:9]1[N:8]=[C:7]([C:3](=[O:2])[CH3:4])[CH:12]=[CH:11][N:10]=1. The catalyst class is: 13. Reactant: C[O:2][C:3]([C:7]1[CH:12]=[CH:11][N:10]=[C:9]([S:13][CH3:14])[N:8]=1)(OC)[CH3:4].Cl.